Dataset: Reaction yield outcomes from USPTO patents with 853,638 reactions. Task: Predict the reaction yield, written as a fraction of the theoretical maximum amount of product (1.0 means a 100% yield; for example, 0.34 means a 34% yield). (1) The reactants are Br[C:2]1[CH:3]=[C:4]([NH:10][C:11]2[CH:16]=[CH:15][N:14]=[C:13]([CH2:17][CH3:18])[N:12]=2)[C:5](=[O:9])[N:6]([CH3:8])[CH:7]=1.[C:19]([O:22][CH2:23][C:24]1[C:25]([N:39]2[CH2:50][CH2:49][N:48]3[C:41](=[CH:42][C:43]4[CH2:44][C:45]([CH3:52])([CH3:51])[CH2:46][C:47]=43)[C:40]2=[O:53])=[N:26][CH:27]=[CH:28][C:29]=1B1OC(C)(C)C(C)(C)O1)(=[O:21])[CH3:20].[O-]P([O-])([O-])=O.[K+].[K+].[K+].O. The catalyst is C1C=CC(P(C2C=CC=CC=2)[C-]2C=CC=C2)=CC=1.C1C=CC(P(C2C=CC=CC=2)[C-]2C=CC=C2)=CC=1.Cl[Pd]Cl.[Fe+2].O1CCCC1. The product is [C:19]([O:22][CH2:23][C:24]1[C:25]([N:39]2[CH2:50][CH2:49][N:48]3[C:47]4[CH2:46][C:45]([CH3:52])([CH3:51])[CH2:44][C:43]=4[CH:42]=[C:41]3[C:40]2=[O:53])=[N:26][CH:27]=[CH:28][C:29]=1[C:2]1[CH:3]=[C:4]([NH:10][C:11]2[CH:16]=[CH:15][N:14]=[C:13]([CH2:17][CH3:18])[N:12]=2)[C:5](=[O:9])[N:6]([CH3:8])[CH:7]=1)(=[O:21])[CH3:20]. The yield is 0.500. (2) The reactants are [CH2:1]([NH:8][C:9](=[O:52])[NH:10][CH:11]([CH3:51])[CH2:12][C:13]([NH:15][CH:16]([C:29](=[O:50])[N:30]([CH2:42][CH:43](OCC)OCC)[CH2:31][C:32]1[CH:37]=[CH:36][CH:35]=[C:34]([O:38][CH3:39])[C:33]=1[O:40][CH3:41])[CH2:17][C:18]1[CH:23]=[CH:22][C:21]([O:24]C(C)(C)C)=[CH:20][CH:19]=1)=[O:14])[C:2]1[CH:7]=[CH:6][CH:5]=[CH:4][CH:3]=1. The catalyst is C(O)=O. The product is [CH2:1]([NH:8][C:9]([N:10]1[CH:11]([CH3:51])[CH2:12][C:13](=[O:14])[N:15]2[CH:16]([CH2:17][C:18]3[CH:19]=[CH:20][C:21]([OH:24])=[CH:22][CH:23]=3)[C:29](=[O:50])[N:30]([CH2:31][C:32]3[CH:37]=[CH:36][CH:35]=[C:34]([O:38][CH3:39])[C:33]=3[O:40][CH3:41])[CH2:42][CH:43]12)=[O:52])[C:2]1[CH:3]=[CH:4][CH:5]=[CH:6][CH:7]=1. The yield is 0.400. (3) The reactants are [Cl:1][C:2]1[CH:7]=[CH:6][CH:5]=[C:4]([Cl:8])[C:3]=1[F:9].C([Li])CCC.C(O[B:19]1[O:23][C:22]([CH3:25])([CH3:24])[C:21]([CH3:27])([CH3:26])[O:20]1)(C)C.Cl. The catalyst is O.C1COCC1. The product is [Cl:1][C:2]1[C:3]([F:9])=[C:4]([Cl:8])[CH:5]=[CH:6][C:7]=1[B:19]1[O:23][C:22]([CH3:25])([CH3:24])[C:21]([CH3:27])([CH3:26])[O:20]1. The yield is 0.340. (4) The reactants are [NH2:1][C:2]1[S:6][C:5]([C:7]([O:9][CH3:10])=[O:8])=[C:4]([O:11][CH2:12][C:13]2[CH:18]=[CH:17][CH:16]=[CH:15][CH:14]=2)[CH:3]=1.I[C:20]1[CH:25]=[CH:24][C:23]([C:26]2[CH:27]=[N:28][N:29]([CH3:31])[CH:30]=2)=[CH:22][C:21]=1[N+:32]([O-:34])=[O:33].C(=O)([O-])[O-].[Cs+].[Cs+].CC1(C)C2C(=C(P(C3C=CC=CC=3)C3C=CC=CC=3)C=CC=2)OC2C(P(C3C=CC=CC=3)C3C=CC=CC=3)=CC=CC1=2. The catalyst is C1(C)C=CC=CC=1. The product is [CH3:31][N:29]1[CH:30]=[C:26]([C:23]2[CH:24]=[CH:25][C:20]([NH:1][C:2]3[S:6][C:5]([C:7]([O:9][CH3:10])=[O:8])=[C:4]([O:11][CH2:12][C:13]4[CH:18]=[CH:17][CH:16]=[CH:15][CH:14]=4)[CH:3]=3)=[C:21]([N+:32]([O-:34])=[O:33])[CH:22]=2)[CH:27]=[N:28]1. The yield is 0.980. (5) The reactants are [N:1]1[C:8]([Cl:9])=[N:7][C:5](Cl)=[N:4][C:2]=1[Cl:3].[CH3:10][CH:11]1[CH2:16][O:15][CH2:14][CH:13]([CH3:17])[NH:12]1. No catalyst specified. The product is [Cl:9][C:8]1[N:1]=[C:2]([Cl:3])[N:4]=[C:5]([N:12]2[CH:13]([CH3:17])[CH2:14][O:15][CH2:16][CH:11]2[CH3:10])[N:7]=1. The yield is 0.350. (6) The reactants are [Br:1][C:2]1[CH:3]=[C:4]([CH:13]=[O:14])[C:5]2[O:9][CH2:8][C:7]([CH3:11])([CH3:10])[C:6]=2[CH:12]=1.[C:15]([Mg]Cl)([CH3:18])([CH3:17])[CH3:16].CCOCC. The catalyst is O1CCCC1.C(OCC)(=O)C. The product is [Br:1][C:2]1[CH:3]=[C:4]([CH:13]([OH:14])[C:15]([CH3:18])([CH3:17])[CH3:16])[C:5]2[O:9][CH2:8][C:7]([CH3:11])([CH3:10])[C:6]=2[CH:12]=1. The yield is 0.450. (7) The reactants are C(C1C=C(NC(=O)CCCC2C=CC([B:25]([OH:27])[OH:26])=CC=2)C=CC=1S(CC)(=O)=O)#N.[C:29]([O:33][C:34]([NH:36][CH2:37][C:38]1[CH:39]=[C:40]([NH:44][C:45]([O:47][CH2:48][CH2:49][C:50]2[CH:55]=[CH:54][C:53](Br)=[CH:52][C:51]=2[Cl:57])=[O:46])[CH:41]=[CH:42][CH:43]=1)=[O:35])([CH3:32])([CH3:31])[CH3:30]. No catalyst specified. The product is [C:29]([O:33][C:34]([NH:36][CH2:37][C:38]1[CH:39]=[C:40]([NH:44][C:45]([O:47][CH2:48][CH2:49][C:50]2[CH:55]=[CH:54][C:53]([B:25]([OH:27])[OH:26])=[CH:52][C:51]=2[Cl:57])=[O:46])[CH:41]=[CH:42][CH:43]=1)=[O:35])([CH3:32])([CH3:31])[CH3:30]. The yield is 0.440.